From a dataset of Forward reaction prediction with 1.9M reactions from USPTO patents (1976-2016). Predict the product of the given reaction. (1) Given the reactants [CH3:1][O:2][C:3](=[O:30])[CH2:4][C:5]1[CH:10]=[CH:9][CH:8]=[C:7]([O:11][CH2:12][CH2:13][CH2:14][NH:15][CH2:16][CH:17]([C:24]2[CH:29]=[CH:28][CH:27]=[CH:26][CH:25]=2)[C:18]2[CH:23]=[CH:22][CH:21]=[CH:20][CH:19]=2)[CH:6]=1.[Cl:31][C:32]1[CH:33]=[C:34]([CH:37]=[CH:38][CH:39]=1)[CH2:35]Br.C(=O)([O-])[O-].[K+].[K+], predict the reaction product. The product is: [CH3:1][O:2][C:3](=[O:30])[CH2:4][C:5]1[CH:10]=[CH:9][CH:8]=[C:7]([O:11][CH2:12][CH2:13][CH2:14][N:15]([CH2:16][CH:17]([C:24]2[CH:29]=[CH:28][CH:27]=[CH:26][CH:25]=2)[C:18]2[CH:19]=[CH:20][CH:21]=[CH:22][CH:23]=2)[CH2:35][C:34]2[CH:37]=[CH:38][CH:39]=[C:32]([Cl:31])[CH:33]=2)[CH:6]=1. (2) Given the reactants [CH3:1][C@H:2]1[C@H:12]2[C@H:13]3[C@:17]([CH3:20])([CH2:18][CH2:19][C@@H:11]2[C:5]2[CH2:6][CH2:7][C:8]([CH2:10][C:4]=2[CH2:3]1)=[O:9])[C@:16]([OH:23])([C:21]#[CH:22])[CH2:15][CH2:14]3.[BH4-].[Na+], predict the reaction product. The product is: [CH3:1][C@H:2]1[C@H:12]2[C@H:13]3[C@:17]([CH3:20])([CH2:18][CH2:19][C@@H:11]2[C:5]2[CH2:6][CH2:7][C@H:8]([OH:9])[CH2:10][C:4]=2[CH2:3]1)[C@:16]([OH:23])([C:21]#[CH:22])[CH2:15][CH2:14]3. (3) Given the reactants [CH:1]12[CH2:10][CH:5]3[CH2:6][CH:7]([CH2:9][CH:3]([CH2:4]3)[CH:2]1C(O)C)[CH2:8]2.CC1(C)N([O])C(C)(C)CCC1.[C:25](O)(=[O:27])[CH3:26].C(O)(=O)C.IC1C=CC=CC=1.[O-]S([O-])(=S)=O.[Na+].[Na+], predict the reaction product. The product is: [C:1]12([CH2:26][CH:25]=[O:27])[CH2:10][CH:5]3[CH2:4][CH:3]([CH2:9][CH:7]([CH2:6]3)[CH2:8]1)[CH2:2]2. (4) The product is: [CH3:59][O:58][C:52]1[CH:53]=[C:54]([O:56][CH3:57])[CH:55]=[C:11]([O:10][CH3:9])[C:12]=1/[CH:13]=[CH:14]/[CH:15]([S:25]([CH:28](/[CH:38]=[CH:39]/[C:40]1[C:41]([O:50][CH3:51])=[CH:42][C:43]([O:48][CH3:49])=[CH:44][C:45]=1[O:46][CH3:47])[C:29]1[CH:34]=[CH:33][C:32]([O:35][CH3:36])=[C:31]([NH:37][S:3]([C:2]([F:8])([F:7])[F:1])(=[O:5])=[O:4])[CH:30]=1)(=[O:27])=[O:26])[C:16]1[CH:21]=[CH:20][C:19]([O:22][CH3:23])=[C:18]([NH:24][S:3]([C:2]([F:8])([F:7])[F:1])(=[O:5])=[O:4])[CH:17]=1. Given the reactants [F:1][C:2]([F:8])([F:7])[S:3](Cl)(=[O:5])=[O:4].[CH3:9][O:10][C:11]1[CH:55]=[C:54]([O:56][CH3:57])[CH:53]=[C:52]([O:58][CH3:59])[C:12]=1/[CH:13]=[CH:14]/[CH:15]([S:25]([CH:28](/[CH:38]=[CH:39]/[C:40]1[C:45]([O:46][CH3:47])=[CH:44][C:43]([O:48][CH3:49])=[CH:42][C:41]=1[O:50][CH3:51])[C:29]1[CH:34]=[CH:33][C:32]([O:35][CH3:36])=[C:31]([NH2:37])[CH:30]=1)(=[O:27])=[O:26])[C:16]1[CH:21]=[CH:20][C:19]([O:22][CH3:23])=[C:18]([NH2:24])[CH:17]=1, predict the reaction product. (5) Given the reactants [F:1][C:2]([F:35])([CH3:34])[C:3]([NH:5][C@@H:6]([CH3:33])[C@H:7]([O:14][C:15]1[CH:16]=[C:17]2[C:21](=[CH:22][CH:23]=1)[N:20]([C:24]1[CH:25]=[C:26]([CH:30]=[CH:31][CH:32]=1)[C:27]([NH2:29])=[O:28])[N:19]=[CH:18]2)[C:8]1[CH:13]=[CH:12][CH:11]=[CH:10][CH:9]=1)=[O:4].Cl.N[CH2:38][CH2:39][N:40]1[C:44](=[O:45])[C:43]([CH3:47])([CH3:46])[O:42][C:41]1=[O:48], predict the reaction product. The product is: [F:35][C:2]([F:1])([CH3:34])[C:3]([NH:5][C@@H:6]([CH3:33])[C@H:7]([O:14][C:15]1[CH:16]=[C:17]2[C:21](=[CH:22][CH:23]=1)[N:20]([C:24]1[CH:25]=[C:26]([CH:30]=[CH:31][CH:32]=1)[C:27]([NH:29][CH2:38][CH2:39][N:40]1[C:44](=[O:45])[C:43]([CH3:47])([CH3:46])[O:42][C:41]1=[O:48])=[O:28])[N:19]=[CH:18]2)[C:8]1[CH:9]=[CH:10][CH:11]=[CH:12][CH:13]=1)=[O:4]. (6) Given the reactants [CH:1]12B[CH:5]([CH2:6][CH2:7][CH2:8]1)[CH2:4][CH2:3][CH2:2]2.[CH2:10]=[CH:11][CH2:12][CH2:13][CH2:14][CH2:15][CH2:16][CH2:17][CH2:18][CH2:19][CH2:20][CH2:21][CH2:22][CH3:23].Br[C:25]1[C:38]2[C:39]3=[C:40]4[C:35](=[CH:36][CH:37]=2)[CH:34]=[CH:33][C:32](Br)=[C:31]4[CH:30]=[CH:29][C:28]3=CC=1.[OH-].[Na+], predict the reaction product. The product is: [CH2:12]([C:13]1[C:1]2[C:8]3=[C:7]4[C:23](=[CH:3][CH:2]=2)[CH:22]=[CH:21][C:20]([CH2:25][CH2:38][CH2:37][CH2:36][CH2:35][CH2:34][CH2:33][CH2:32][CH2:31][CH2:40][CH2:39][CH2:28][CH2:29][CH3:30])=[C:19]4[CH:18]=[CH:17][C:16]3=[CH:15][CH:14]=1)[CH2:11][CH2:10][CH2:4][CH2:5][CH2:6][CH2:2][CH2:3][CH2:4][CH2:5][CH2:6][CH2:7][CH2:8][CH3:1]. (7) The product is: [Br:1][C:2]1[CH:3]=[C:4]2[C:9](=[CH:10][CH:11]=1)[N:8]=[C:7]([O:20][CH3:19])[C:6]([CH:13]1[CH2:17][CH2:16][CH2:15][CH2:14]1)=[C:5]2[Cl:18]. Given the reactants [Br:1][C:2]1[CH:3]=[C:4]2[C:9](=[CH:10][CH:11]=1)[N:8]=[C:7](Cl)[C:6]([CH:13]1[CH2:17][CH2:16][CH2:15][CH2:14]1)=[C:5]2[Cl:18].[CH3:19][O-:20].[Na+], predict the reaction product.